Dataset: Forward reaction prediction with 1.9M reactions from USPTO patents (1976-2016). Task: Predict the product of the given reaction. (1) Given the reactants [NH2:1][C:2]1[C:10]([N+:11]([O-:13])=[O:12])=[CH:9][C:5]([C:6]([OH:8])=[O:7])=[C:4]([F:14])[C:3]=1[Cl:15].[Si](C=[N+]=[N-])(C)(C)[CH3:17], predict the reaction product. The product is: [CH3:17][O:7][C:6](=[O:8])[C:5]1[CH:9]=[C:10]([N+:11]([O-:13])=[O:12])[C:2]([NH2:1])=[C:3]([Cl:15])[C:4]=1[F:14]. (2) Given the reactants [CH2:1]([N:8]1[C:16]2[C:11](=[CH:12][C:13]([NH:17][C:18]3[CH:27]=[CH:26][C:25]([Cl:28])=[CH:24][C:19]=3[C:20]([O:22]C)=[O:21])=[CH:14][CH:15]=2)[CH:10]=[CH:9]1)[C:2]1[CH:7]=[CH:6][CH:5]=[CH:4][CH:3]=1.[OH-].[Na+].O.Cl, predict the reaction product. The product is: [CH2:1]([N:8]1[C:16]2[C:11](=[CH:12][C:13]([NH:17][C:18]3[CH:27]=[CH:26][C:25]([Cl:28])=[CH:24][C:19]=3[C:20]([OH:22])=[O:21])=[CH:14][CH:15]=2)[CH:10]=[CH:9]1)[C:2]1[CH:3]=[CH:4][CH:5]=[CH:6][CH:7]=1. (3) The product is: [Cl:16]/[C:12](/[N+:13]([O-:15])=[O:14])=[CH:7]\[C:6]1[CH:9]=[CH:10][C:3]([O:2][CH3:1])=[CH:4][CH:5]=1. Given the reactants [CH3:1][O:2][C:3]1[CH:10]=[CH:9][C:6]([CH:7]=O)=[CH:5][CH:4]=1.Br[CH2:12][N+:13]([O-:15])=[O:14].[Cl-:16].C[NH2+]C.[F-].[K+], predict the reaction product. (4) The product is: [Cl:1][C:2]1[CH:7]=[CH:6][C:5]([CH2:8][C:21]([O:14][CH2:15][CH3:18])=[O:23])=[CH:4][CH:3]=1. Given the reactants [Cl:1][C:2]1[CH:7]=[CH:6][C:5]([CH3:8])=[CH:4][CH:3]=1.C(O[O:14][C:15]([CH3:18])(C)C)(C)(C)C.[C]=O.[CH2:21]([OH:23])C, predict the reaction product. (5) Given the reactants [NH2:1][C:2]1[CH:9]=[CH:8][C:5]([C:6]#[N:7])=[C:4]([I:10])[CH:3]=1.[C:11]1(=O)[O:16][C:14](=[O:15])[CH:13]=[CH:12]1, predict the reaction product. The product is: [O:15]=[C:14]1[CH:13]=[CH:12][C:11](=[O:16])[N:1]1[C:2]1[CH:9]=[CH:8][C:5]([C:6]#[N:7])=[C:4]([I:10])[CH:3]=1. (6) Given the reactants [CH3:1][C:2]1[CH:3]=[CH:4][C:5]([C:10]([F:13])([F:12])[F:11])=[C:6]([NH:8]N)[CH:7]=1.O.[ClH:15].[NH:16]1[CH2:21][CH2:20][C:19](=O)[CH2:18][CH2:17]1, predict the reaction product. The product is: [ClH:15].[CH3:1][C:2]1[C:7]2[C:18]3[CH2:17][NH:16][CH2:21][CH2:20][C:19]=3[NH:8][C:6]=2[C:5]([C:10]([F:13])([F:12])[F:11])=[CH:4][CH:3]=1.